This data is from Reaction yield outcomes from USPTO patents with 853,638 reactions. The task is: Predict the reaction yield, written as a fraction of the theoretical maximum amount of product (1.0 means a 100% yield; for example, 0.34 means a 34% yield). The reactants are [Br:1][C:2]1[CH:7]=[CH:6][C:5]([S:8]([N:11]2[CH2:16][CH2:15][C:14]([CH2:18][NH:19][CH3:20])([OH:17])[CH2:13][CH2:12]2)(=[O:10])=[O:9])=[CH:4][CH:3]=1.C(N(CC)CC)C.[Cl:28][CH2:29][C:30](Cl)=[O:31]. The catalyst is ClCCl. The product is [Br:1][C:2]1[CH:7]=[CH:6][C:5]([S:8]([N:11]2[CH2:12][CH2:13][C:14]([CH2:18][N:19]([CH3:20])[C:30](=[O:31])[CH2:29][Cl:28])([OH:17])[CH2:15][CH2:16]2)(=[O:9])=[O:10])=[CH:4][CH:3]=1. The yield is 0.890.